This data is from Reaction yield outcomes from USPTO patents with 853,638 reactions. The task is: Predict the reaction yield, written as a fraction of the theoretical maximum amount of product (1.0 means a 100% yield; for example, 0.34 means a 34% yield). (1) The reactants are S(OS(C(F)(F)F)(=O)=O)(C(F)(F)F)(=O)=O.[CH3:16][O:17][C:18]1[CH:19]=[C:20]([CH:25]=[CH:26][C:27]=1[N+:28]([O-:30])=[O:29])[C:21]([NH:23][CH3:24])=O.[N-:31]=[N+:32]=[N-:33].[Na+].C([O-])(O)=O.[Na+]. The catalyst is CC#N. The product is [CH3:16][O:17][C:18]1[CH:19]=[C:20]([C:21]2[N:23]([CH3:24])[N:33]=[N:32][N:31]=2)[CH:25]=[CH:26][C:27]=1[N+:28]([O-:30])=[O:29]. The yield is 0.690. (2) The reactants are [CH2:1]([O:8][C:9](=[O:25])[N:10]([C@H:12]([C:14](=[O:24])[NH:15][C:16]1[C:17](=[O:23])[NH:18][C:19]([Br:22])=[CH:20][CH:21]=1)[CH3:13])[CH3:11])[C:2]1[CH:7]=[CH:6][CH:5]=[CH:4][CH:3]=1.[I-].[Li+].[F:28][C:29]1[CH:34]=[CH:33][C:32]([C:35]([C:37]2[CH:38]=[N:39][CH:40]=[C:41]([CH2:43]Cl)[CH:42]=2)=[O:36])=[CH:31][CH:30]=1.C(N(C(C)C)CC)(C)C. The catalyst is O(C(OC)C)C.C(OCC)(=O)C. The product is [CH2:1]([O:8][C:9](=[O:25])[N:10]([C@H:12]([C:14](=[O:24])[NH:15][C:16]1[C:17](=[O:23])[N:18]([CH2:43][C:41]2[CH:40]=[N:39][CH:38]=[C:37]([C:35](=[O:36])[C:32]3[CH:33]=[CH:34][C:29]([F:28])=[CH:30][CH:31]=3)[CH:42]=2)[C:19]([Br:22])=[CH:20][CH:21]=1)[CH3:13])[CH3:11])[C:2]1[CH:7]=[CH:6][CH:5]=[CH:4][CH:3]=1. The yield is 0.630. (3) The reactants are [F:1][C:2]1[CH:3]=[CH:4][C:5]([O:20][CH3:21])=[C:6]([C:8]([CH3:19])([CH3:18])[CH2:9][C:10]([C:14]([F:17])([F:16])[F:15])([OH:13])CO)[CH:7]=1.I([O-])(=O)(=O)=O.[Na+]. The catalyst is CO.CCOCC. The product is [F:17][C:14]([F:15])([F:16])[C:10](=[O:13])[CH2:9][C:8]([C:6]1[CH:7]=[C:2]([F:1])[CH:3]=[CH:4][C:5]=1[O:20][CH3:21])([CH3:19])[CH3:18]. The yield is 0.870.